Dataset: Reaction yield outcomes from USPTO patents with 853,638 reactions. Task: Predict the reaction yield, written as a fraction of the theoretical maximum amount of product (1.0 means a 100% yield; for example, 0.34 means a 34% yield). The reactants are I[C:2]1[CH:3]=[C:4]([CH3:13])[C:5]2[O:9][N:8]=[C:7]([O:10][CH3:11])[C:6]=2[CH:12]=1.[CH2:14]([N:18]1[CH2:22][CH2:21][O:20][C:19]1=[O:23])[CH2:15][C:16]#[CH:17].C(N(CC)CC)C.O. The catalyst is C1COCC1. The product is [CH3:11][O:10][C:7]1[C:6]2[CH:12]=[C:2]([C:17]#[C:16][CH2:15][CH2:14][N:18]3[CH2:22][CH2:21][O:20][C:19]3=[O:23])[CH:3]=[C:4]([CH3:13])[C:5]=2[O:9][N:8]=1. The yield is 0.880.